Dataset: Forward reaction prediction with 1.9M reactions from USPTO patents (1976-2016). Task: Predict the product of the given reaction. (1) Given the reactants [Cl:1][C:2]1[CH:7]=[CH:6][N:5]=[C:4]([C:8]([O:10][CH:11]([CH3:13])[CH3:12])=[O:9])[CH:3]=1.C1C=C(Cl)C=C(C(OO)=[O:22])C=1, predict the reaction product. The product is: [Cl:1][C:2]1[CH:3]=[C:4]([C:8]([O:10][CH:11]([CH3:13])[CH3:12])=[O:9])[N+:5]([O-:22])=[CH:6][CH:7]=1. (2) Given the reactants [Cl:1][C:2]1[N:3]=[C:4]2[C:8](=[C:9]([CH3:11])[CH:10]=1)[NH:7][CH:6]=[C:5]2[C:12](=[O:16])[C:13]([O-:15])=O.[K+].[C:18]([N:26]1[CH2:31][CH2:30][NH:29][C@H:28]([CH3:32])[CH2:27]1)(=[O:25])[C:19]1[CH:24]=[CH:23][CH:22]=[CH:21][CH:20]=1, predict the reaction product. The product is: [C:18]([N:26]1[CH2:31][CH2:30][N:29]([C:13](=[O:15])[C:12]([C:5]2[C:4]3[C:8](=[C:9]([CH3:11])[CH:10]=[C:2]([Cl:1])[N:3]=3)[NH:7][CH:6]=2)=[O:16])[C@H:28]([CH3:32])[CH2:27]1)(=[O:25])[C:19]1[CH:20]=[CH:21][CH:22]=[CH:23][CH:24]=1. (3) Given the reactants [NH2:1][C:2]1[NH:3][C:4](=[O:24])[C:5]([C:14]2[CH:15]=[CH:16][C:17](=[O:23])[N:18]([CH:20]([CH3:22])[CH3:21])[N:19]=2)=[C:6]([C:8]2[CH:13]=[CH:12][CH:11]=[CH:10][CH:9]=2)[N:7]=1.Br[CH2:26][C:27]([C:29]1[CH:34]=[CH:33][CH:32]=[CH:31][CH:30]=1)=[O:28], predict the reaction product. The product is: [NH2:1][C:2]1[N:3]=[C:4]([O:24][CH2:26][C:27](=[O:28])[C:29]2[CH:34]=[CH:33][CH:32]=[CH:31][CH:30]=2)[C:5]([C:14]2[CH:15]=[CH:16][C:17](=[O:23])[N:18]([CH:20]([CH3:22])[CH3:21])[N:19]=2)=[C:6]([C:8]2[CH:9]=[CH:10][CH:11]=[CH:12][CH:13]=2)[N:7]=1. (4) Given the reactants C1COCC1.[H-].[Al+3].[Li+].[H-].[H-].[H-].[CH3:12][N:13]([CH3:45])[C:14]1[CH:19]=[CH:18][C:17]([C:20]2[C:25]([N:26]3[C:31](=O)[CH2:30][N:29]([C:33]4[CH:38]=[CH:37][C:36]([O:39][CH3:40])=[CH:35][CH:34]=4)[C:28](=O)[CH:27]3[CH3:42])=[CH:24][CH:23]=[C:22]([O:43][CH3:44])[N:21]=2)=[CH:16][CH:15]=1.[OH-].[Na+], predict the reaction product. The product is: [CH3:44][O:43][C:22]1[N:21]=[C:20]([C:17]2[CH:16]=[CH:15][C:14]([N:13]([CH3:45])[CH3:12])=[CH:19][CH:18]=2)[C:25]([N:26]2[CH2:31][CH2:30][N:29]([C:33]3[CH:34]=[CH:35][C:36]([O:39][CH3:40])=[CH:37][CH:38]=3)[CH2:28][CH:27]2[CH3:42])=[CH:24][CH:23]=1.